Dataset: Forward reaction prediction with 1.9M reactions from USPTO patents (1976-2016). Task: Predict the product of the given reaction. (1) Given the reactants [NH2:1][C:2]1[CH:42]=[CH:41][C:40]([F:43])=[CH:39][C:3]=1[CH2:4][O:5][CH:6]1[CH:11]([C:12]2[CH:17]=[CH:16][C:15]([O:18][CH2:19][CH2:20][CH2:21][O:22][CH2:23][C:24]3[CH:29]=[CH:28][CH:27]=[CH:26][C:25]=3[O:30][CH3:31])=[CH:14][CH:13]=2)[CH2:10][CH2:9][N:8]([C:32]([O:34][C:35]([CH3:38])([CH3:37])[CH3:36])=[O:33])[CH2:7]1.[CH3:44][O:45][CH2:46][CH2:47][CH2:48][C:49](Cl)=[O:50], predict the reaction product. The product is: [F:43][C:40]1[CH:41]=[CH:42][C:2]([NH:1][C:49](=[O:50])[CH2:48][CH2:47][CH2:46][O:45][CH3:44])=[C:3]([CH:39]=1)[CH2:4][O:5][CH:6]1[CH:11]([C:12]2[CH:17]=[CH:16][C:15]([O:18][CH2:19][CH2:20][CH2:21][O:22][CH2:23][C:24]3[CH:29]=[CH:28][CH:27]=[CH:26][C:25]=3[O:30][CH3:31])=[CH:14][CH:13]=2)[CH2:10][CH2:9][N:8]([C:32]([O:34][C:35]([CH3:37])([CH3:38])[CH3:36])=[O:33])[CH2:7]1. (2) The product is: [F:26][C:25]([F:28])([F:27])[C:21]1[CH:20]=[C:19]([CH:24]=[CH:23][CH:22]=1)[C:18]([NH:17][C:13]1[CH:12]=[C:11]([CH:16]=[CH:15][CH:14]=1)[O:10][C:7]1[CH:8]=[CH:9][C:4]2[N:5]([CH:30]=[C:2]([NH:1][C:31](=[O:35])[O:32][CH2:33][CH3:34])[N:3]=2)[N:6]=1)=[O:29]. Given the reactants [NH2:1][C:2]1[N:3]=[C:4]2[CH:9]=[CH:8][C:7]([O:10][C:11]3[CH:12]=[C:13]([NH:17][C:18](=[O:29])[C:19]4[CH:24]=[CH:23][CH:22]=[C:21]([C:25]([F:28])([F:27])[F:26])[CH:20]=4)[CH:14]=[CH:15][CH:16]=3)=[N:6][N:5]2[CH:30]=1.[C:31](Cl)(=[O:35])[O:32][CH2:33][CH3:34].C(N(CC)CC)C, predict the reaction product. (3) Given the reactants [CH:1](=O)[C:2]1[CH:7]=[CH:6][CH:5]=[CH:4][CH:3]=1.[CH:9]1[C:21]2[NH:20][C:19]3[C:14](=[CH:15][CH:16]=[CH:17][CH:18]=3)[C:13]=2[CH:12]=[C:11]([NH2:22])[C:10]=1[NH2:23], predict the reaction product. The product is: [C:2]1([C:1]2[NH:22][C:11]3[C:10]([N:23]=2)=[CH:9][C:21]2[NH:20][C:19]4[C:14]([C:13]=2[CH:12]=3)=[CH:15][CH:16]=[CH:17][CH:18]=4)[CH:7]=[CH:6][CH:5]=[CH:4][CH:3]=1. (4) Given the reactants CC1C=CC(S(O[C@@H:12]2[CH2:28][C:27]3[C@@:15]([CH3:34])([C@@H:16]4[C@@H:24]([CH2:25][CH:26]=3)[C@H:23]3[C@@:19]([CH3:32])([C@@H:20]([C:29](=[O:31])[CH3:30])[CH2:21][CH2:22]3)[CH2:18][C@@H:17]4[OH:33])[CH2:14][CH2:13]2)(=O)=O)=CC=1.C(=O)([O-])[O-].[K+].[K+], predict the reaction product. The product is: [OH:33][C@@H:17]1[C@H:16]2[C@@H:24]([CH2:25][CH:26]=[C:27]3[C@:15]2([CH3:34])[CH2:14][CH2:13][CH:12]=[CH:28]3)[C@H:23]2[C@@:19]([CH3:32])([C@@H:20]([C:29](=[O:31])[CH3:30])[CH2:21][CH2:22]2)[CH2:18]1. (5) Given the reactants [C:1]([CH:3]([CH:7]1[C:11]([Cl:12])=[C:10](Cl)C(=O)O1)[C:4]([NH2:6])=[O:5])#[N:2].Cl.[F:16][C:17]1[CH:18]=[CH:19][C:20]([S:25]([N:28]2[CH2:33][CH2:32][O:31][CH2:30][CH2:29]2)(=[O:27])=[O:26])=[C:21]([CH2:23][NH2:24])[CH:22]=1.C(N(CC)CC)C, predict the reaction product. The product is: [ClH:12].[Cl:12][C:11]1[CH:7]=[C:3]([C:4]([NH2:6])=[O:5])[C:1](=[NH:2])[N:24]([CH2:23][C:21]2[CH:22]=[C:17]([F:16])[CH:18]=[CH:19][C:20]=2[S:25]([N:28]2[CH2:33][CH2:32][O:31][CH2:30][CH2:29]2)(=[O:27])=[O:26])[CH:10]=1. (6) Given the reactants [CH2:1]([O:8][C:9]([NH:11][C@H:12]([CH2:22][OH:23])[CH2:13][CH2:14][C:15]([O:17][C:18]([CH3:21])([CH3:20])[CH3:19])=[O:16])=[O:10])[C:2]1[CH:7]=[CH:6][CH:5]=[CH:4][CH:3]=1.[CH3:24]I, predict the reaction product. The product is: [CH2:1]([O:8][C:9]([NH:11][C@H:12]([CH2:22][O:23][CH3:24])[CH2:13][CH2:14][C:15]([O:17][C:18]([CH3:19])([CH3:20])[CH3:21])=[O:16])=[O:10])[C:2]1[CH:3]=[CH:4][CH:5]=[CH:6][CH:7]=1. (7) The product is: [Br:8][C:6]1[CH:7]=[C:2]([NH:1][C:16](=[O:17])[O:15][C:12]([CH3:14])([CH3:13])[CH3:11])[C:3](=[O:10])[N:4]([CH3:9])[CH:5]=1. Given the reactants [NH2:1][C:2]1[C:3](=[O:10])[N:4]([CH3:9])[CH:5]=[C:6]([Br:8])[CH:7]=1.[CH3:11][C:12]([O:15][C:16](O[C:16]([O:15][C:12]([CH3:14])([CH3:13])[CH3:11])=[O:17])=[O:17])([CH3:14])[CH3:13].CCN(CC)CC, predict the reaction product.